From a dataset of KCNQ2 potassium channel screen with 302,405 compounds. Binary Classification. Given a drug SMILES string, predict its activity (active/inactive) in a high-throughput screening assay against a specified biological target. The drug is O1CCN(CC1)Cc1ccc(cc1)C(=O)NCCC. The result is 0 (inactive).